Dataset: Experimentally validated miRNA-target interactions with 360,000+ pairs, plus equal number of negative samples. Task: Binary Classification. Given a miRNA mature sequence and a target amino acid sequence, predict their likelihood of interaction. (1) The miRNA is hsa-miR-3929 with sequence GAGGCUGAUGUGAGUAGACCACU. The protein sequence of the target gene is MPPWGAALALILAVLALLGLLGPRLRGPWGRAVGERTLPGAQDRDDGEEADGGGPADQFSDGREPLPGGCSLVCKPSALAQCLLRALRRSEALEAGPRSWFSGPHLQTLCHFVLPVAPGPELAREYLQLADDGLVALDWVVGPCVRGRRITSAGGLPAVLLVIPNAWGRLTRNVLGLCLLALERGYYPVIFHRRGHHGCPLVSPRLQPFGDPSDLKEAVTYIRFRHPAAPLFAVSEGSGSALLLSYLGECGSSSYVTGAACISPVLRCREWFEAGLPWPYERGFLLHQKIALSRYATALE.... Result: 1 (interaction). (2) Result: 0 (no interaction). The miRNA is hsa-miR-192-3p with sequence CUGCCAAUUCCAUAGGUCACAG. The protein sequence of the target gene is MAAAMIWWPRFLLLLCLTCKGSTFYVPGVAPINFHQNDPVEIKAVKLTSSRTQLPYEYYSLPFCQPIKITYKAENLGEVLRGDRIVNTPFQVLMNSEKKCEVLCNQSNKPITLTVEQSRLVAERITEEYYVHLIADNLPVATRLELYSSNRDSDDKKKEKDVQFEHGYRLGFTDVNKIYLHNHLSFILYYHREDMEEDQEHTYRVVRFEVIPQSIRLEDLKTGEKSSCTLPEGANSLPQEIDPTKENQLYFTYSVHWEESDIKWASRWDTYLTMSDVQIHWFSIINSVVVVFFLSGILSM.... (3) The miRNA is hsa-miR-26b-5p with sequence UUCAAGUAAUUCAGGAUAGGU. The protein sequence of the target gene is MKTLPLFVCICALSACFSFSEGRERDHELRHRRHHHQSPKSHFELPHYPGLLAHQKPFIRKSYKCLHKRCRPKLPPSPNNPPKFPNPHQPPKHPDKNSSVVNPTLVATTQIPSVTFPSASTKITTLPNVTFLPQNATTISSRENVNTSSSVATLAPVNSPAPQDTTAAPPTPSATTPAPPSSSAPPETTAAPPTPSATTQAPPSSSAPPETTAAPPTPPATTPAPPSSSAPPETTAAPPTPSATTPAPLSSSAPPETTAVPPTPSATTLDPSSASAPPETTAAPPTPSATTPAPPSSPAP.... Result: 1 (interaction). (4) The miRNA is hsa-miR-3165 with sequence AGGUGGAUGCAAUGUGACCUCA. The protein sequence of the target gene is MESSQGRRRRPGTVVPGEAAETDSELSASSSEEELYLGPSGPTRGRPTGLRVAGEAAETDSEPEPEPTVVPVDLPPLVVQRDPAETWGTEETPAMAPARSLLQLRLAESQTRLDHDVAAAVSGVYRRAGRDVAALAGRLAAAQATGLAAAHSVRLARGDLCALAERLDIVAGCRLLPDIRGVPGMEPEQDPGPRA. Result: 0 (no interaction). (5) The miRNA is mmu-miR-301a-3p with sequence CAGUGCAAUAGUAUUGUCAAAGC. The protein sequence of the target gene is MLPSQEASKLYHEHYMRNSRAIGVLWAIFTICFAIINVVVFIQPYWVGDSVSTPKPGYFGLFHYCVGSGLAGRELTCRGSFTDFSTIPSSAFKAAAFFVLLSMVLILGCITCFSLFFFCNTATVYKICAWMQLLAALCLVLGCMIFPDGWDAETIRDMCGAKTGKYSLGDCSVRWAYILAIIGILNALILSFLAFVLGNRQTDLLQEELKPENKDFVGSTVSSVLRPGGDVSGWGVLPCPVAHSQGP. Result: 0 (no interaction).